From a dataset of Catalyst prediction with 721,799 reactions and 888 catalyst types from USPTO. Predict which catalyst facilitates the given reaction. Reactant: [N+:1]([C:4]1[CH:5]=[N:6][N:7]([CH2:9][CH2:10][CH2:11][CH:12]2[CH2:17][CH2:16][N:15]([C:18]([O:20][C:21]([CH3:24])([CH3:23])[CH3:22])=[O:19])[CH2:14][CH2:13]2)[CH:8]=1)([O-])=O. Product: [NH2:1][C:4]1[CH:5]=[N:6][N:7]([CH2:9][CH2:10][CH2:11][CH:12]2[CH2:17][CH2:16][N:15]([C:18]([O:20][C:21]([CH3:24])([CH3:23])[CH3:22])=[O:19])[CH2:14][CH2:13]2)[CH:8]=1. The catalyst class is: 19.